Dataset: Full USPTO retrosynthesis dataset with 1.9M reactions from patents (1976-2016). Task: Predict the reactants needed to synthesize the given product. (1) Given the product [NH2:26][CH:24]([C:20]1[CH:19]=[C:18]([NH:17][C:14]2[N:15]=[C:16]3[C:8]([C:6]([NH:5][C:1]([CH3:2])([CH3:4])[CH3:3])=[O:7])=[CH:9][NH:10][C:11]3=[N:12][CH:13]=2)[CH:23]=[CH:22][CH:21]=1)[CH3:25], predict the reactants needed to synthesize it. The reactants are: [C:1]([NH:5][C:6]([C:8]1[C:16]2[C:11](=[N:12][CH:13]=[C:14]([NH:17][C:18]3[CH:19]=[C:20]([CH:24]([NH:26]C(=O)OC(C)(C)C)[CH3:25])[CH:21]=[CH:22][CH:23]=3)[N:15]=2)[N:10](COCC[Si](C)(C)C)[CH:9]=1)=[O:7])([CH3:4])([CH3:3])[CH3:2].FC(F)(F)C(O)=O. (2) The reactants are: [CH3:1][O:2][C:3](=[O:18])[C:4]1[C:9]([NH:10]C(OC(C)(C)C)=O)=[CH:8][CH:7]=[N:6][CH:5]=1. Given the product [CH3:1][O:2][C:3](=[O:18])[C:4]1[C:9]([NH2:10])=[CH:8][CH:7]=[N:6][CH:5]=1, predict the reactants needed to synthesize it. (3) Given the product [NH2:69][C:66]1[N:67]=[CH:68][C:63]([C:25]2[C:26]([C:45]3[CH:50]=[CH:49][CH:48]=[C:47]([C:51]([F:52])([F:53])[F:54])[CH:46]=3)=[CH:27][C:28]([CH3:44])=[C:29]([C:31]([N:33]3[CH2:38][CH2:37][CH:36]([N:39]4[CH2:43][CH2:42][CH2:41][CH2:40]4)[CH2:35][CH2:34]3)=[O:32])[N:30]=2)=[CH:64][CH:65]=1, predict the reactants needed to synthesize it. The reactants are: COC(=O)C1C(C)=CC(C2C=CC=C(C(F)(F)F)C=2)=NC=1OC.Cl[C:25]1[N:30]=[C:29]([C:31]([N:33]2[CH2:38][CH2:37][CH:36]([N:39]3[CH2:43][CH2:42][CH2:41][CH2:40]3)[CH2:35][CH2:34]2)=[O:32])[C:28]([CH3:44])=[CH:27][C:26]=1[C:45]1[CH:50]=[CH:49][CH:48]=[C:47]([C:51]([F:54])([F:53])[F:52])[CH:46]=1.CC1(C)C(C)(C)OB([C:63]2[CH:64]=[CH:65][C:66]([NH2:69])=[N:67][CH:68]=2)O1. (4) The reactants are: [C:1]([O:5][C:6](=[O:27])[NH:7][C@H:8]([CH2:23][CH:24]([CH3:26])[CH3:25])[C:9]([NH:11][C:12]1[CH:17]=[C:16]([O:18][CH3:19])[C:15]([Br:20])=[CH:14][C:13]=1[C:21]#[N:22])=[O:10])([CH3:4])([CH3:3])[CH3:2].[Cl-].[NH4+].[N-:30]=[N+:31]=[N-:32].[Na+].O. Given the product [C:1]([O:5][C:6](=[O:27])[NH:7][C@H:8]([CH2:23][CH:24]([CH3:25])[CH3:26])[C:9]([NH:11][C:12]1[CH:17]=[C:16]([O:18][CH3:19])[C:15]([Br:20])=[CH:14][C:13]=1[C:21]1[N:30]=[N:31][NH:32][N:22]=1)=[O:10])([CH3:4])([CH3:3])[CH3:2], predict the reactants needed to synthesize it. (5) Given the product [ClH:23].[ClH:23].[CH2:1]1[CH:6]2[CH2:7][O:8][C:9]3[CH:15]=[CH:14][CH:13]=[CH:12][C:10]=3[CH2:11][N:5]2[CH2:4][CH2:3][NH:2]1, predict the reactants needed to synthesize it. The reactants are: [CH2:1]1[CH:6]2[CH2:7][O:8][C:9]3[CH:15]=[CH:14][CH:13]=[CH:12][C:10]=3[CH2:11][N:5]2[CH2:4][CH2:3][N:2]1C(OC(C)(C)C)=O.[ClH:23].CO. (6) Given the product [CH2:15]([O:14][CH2:13][CH:11]1[O:12][CH:6]2[CH:7]([N:8]=[C:4]([NH:3][CH2:1][CH3:2])[S:5]2)[CH:9]([OH:23])[CH:10]1[OH:16])[C:17]1[CH:18]=[CH:19][CH:20]=[CH:21][CH:22]=1, predict the reactants needed to synthesize it. The reactants are: [CH2:1]([NH:3][C:4]1[S:5][C@H:6]2[O:12][C@@H:11]3[CH2:13][O:14][CH:15]([C:17]4[CH:22]=[CH:21][CH:20]=[CH:19][CH:18]=4)[O:16][C@H:10]3[C@H:9]([OH:23])[C@H:7]2[N:8]=1)[CH3:2].C([BH3-])#N.[Na+].Cl. (7) Given the product [ClH:35].[CH3:1][O:2][C:3]1[CH:8]=[CH:7][C:6]([S:9]([C:12]2[CH:13]=[C:14]3[C:18](=[CH:19][CH:20]=2)[N:17]([CH3:21])[C:16]2[CH2:22][CH:23]4[NH:27][CH:26]([C:15]3=2)[CH2:25][CH2:24]4)(=[O:11])=[O:10])=[CH:5][CH:4]=1, predict the reactants needed to synthesize it. The reactants are: [CH3:1][O:2][C:3]1[CH:8]=[CH:7][C:6]([S:9]([C:12]2[CH:20]=[CH:19][C:18]3[N:17]([CH3:21])[C:16]4[CH2:22][CH:23]5[NH:27][CH:26]([C:15]=4[C:14]=3[C:13]=2C(OC(C)(C)C)=O)[CH2:25][CH2:24]5)(=[O:11])=[O:10])=[CH:5][CH:4]=1.[ClH:35]. (8) Given the product [C:13]([O:12][C:11](=[O:17])[NH:10][C:8]1[CH:9]=[C:4]([CH:1]2[CH2:2][CH2:3]2)[CH:5]=[CH:6][C:7]=1[CH2:18][CH:26]([OH:27])[C:25]([CH3:29])([CH3:28])[CH3:24])([CH3:14])([CH3:15])[CH3:16], predict the reactants needed to synthesize it. The reactants are: [CH:1]1([C:4]2[CH:5]=[CH:6][C:7]([CH3:18])=[C:8]([NH:10][C:11](=[O:17])[O:12][C:13]([CH3:16])([CH3:15])[CH3:14])[CH:9]=2)[CH2:3][CH2:2]1.C([Li])(CC)C.[CH3:24][C:25]([CH3:29])([CH3:28])[CH:26]=[O:27].O. (9) Given the product [Br:11][CH2:17][C:6]1[S:5][C:4]([C:7]([O:9][CH3:10])=[O:8])=[CH:3][C:2]=1[CH3:1], predict the reactants needed to synthesize it. The reactants are: [CH3:1][C:2]1[CH:3]=[C:4]([C:7]([O:9][CH3:10])=[O:8])[S:5][CH:6]=1.[BrH:11].OS(O)(=O)=O.[CH2:17]=O. (10) Given the product [CH3:6][CH:7]1[CH2:8][N:9]([C:23]([O:25][CH2:26][C:27]2[CH:28]=[CH:29][CH:30]=[CH:31][CH:32]=2)=[O:24])[CH2:10][C:11]2[O:22][C:14]([C:15]3[CH:20]=[CH:19][CH:18]=[CH:17][N:16]=3)=[N:13][C:12]1=2, predict the reactants needed to synthesize it. The reactants are: O=P(Cl)(Cl)Cl.[CH3:6][CH:7]1[CH:12]([NH:13][C:14](=O)[C:15]2[CH:20]=[CH:19][CH:18]=[CH:17][N:16]=2)[C:11](=[O:22])[CH2:10][N:9]([C:23]([O:25][CH2:26][C:27]2[CH:32]=[CH:31][CH:30]=[CH:29][CH:28]=2)=[O:24])[CH2:8]1.C([O-])(O)=O.[Na+].